Dataset: Forward reaction prediction with 1.9M reactions from USPTO patents (1976-2016). Task: Predict the product of the given reaction. (1) Given the reactants [O:1]=[C:2]([CH2:10][CH3:11])[C:3]([O:5][CH2:6][CH2:7][CH2:8][CH3:9])=[O:4].[Br:12]Br, predict the reaction product. The product is: [Br:12][CH:10]([CH3:11])[C:2](=[O:1])[C:3]([O:5][CH2:6][CH2:7][CH2:8][CH3:9])=[O:4]. (2) Given the reactants [C:1]1([CH3:26])[CH:6]=[CH:5][C:4]([S:7]([CH:10]([C:14]2[CH:19]=[C:18]([O:20][CH3:21])[C:17]([O:22][CH3:23])=[C:16]([O:24][CH3:25])[CH:15]=2)[NH:11][CH:12]=O)(=[O:9])=[O:8])=[CH:3][CH:2]=1.P(Cl)(Cl)(Cl)=O.C(N(CC)CC)C, predict the reaction product. The product is: [CH3:21][O:20][C:18]1[CH:19]=[C:14]([CH:10]([N+:11]#[C-:12])[S:7]([C:4]2[CH:3]=[CH:2][C:1]([CH3:26])=[CH:6][CH:5]=2)(=[O:8])=[O:9])[CH:15]=[C:16]([O:24][CH3:25])[C:17]=1[O:22][CH3:23]. (3) Given the reactants [CH2:1]([NH:6][CH2:7][C:8]1[S:12][C:11](B(O)O)=[CH:10][CH:9]=1)[CH2:2][CH2:3][CH2:4][CH3:5].Br[C:17]1[CH:18]=[C:19]2[C:23](=[C:24]([C:26]([NH2:28])=[O:27])[CH:25]=1)[NH:22][CH:21]=[C:20]2[CH:29]1[CH2:34][CH2:33][N:32]([S:35]([CH2:38][CH3:39])(=[O:37])=[O:36])[CH2:31][CH2:30]1.C([O-])([O-])=O.[K+].[K+], predict the reaction product. The product is: [CH2:38]([S:35]([N:32]1[CH2:31][CH2:30][CH:29]([C:20]2[C:19]3[C:23](=[C:24]([C:26]([NH2:28])=[O:27])[CH:25]=[C:17]([C:11]4[S:12][C:8]([CH2:7][NH:6][CH2:1][CH2:2][CH2:3][CH2:4][CH3:5])=[CH:9][CH:10]=4)[CH:18]=3)[NH:22][CH:21]=2)[CH2:34][CH2:33]1)(=[O:37])=[O:36])[CH3:39]. (4) Given the reactants [OH:1][CH2:2][CH2:3][CH2:4][C:5]1[C:13]2[C:8]3=[C:9]([S:14][CH2:15][CH2:16][N:7]3[C:6]=1[C:17]([O:19]C)=[O:18])[CH:10]=[CH:11][CH:12]=2.C1(O)C2C(=CC=CC=2)C=CC=1.[Cl:32][C:33]1[C:38]([CH3:39])=[CH:37][C:36](O)=[CH:35][C:34]=1[CH3:41], predict the reaction product. The product is: [Cl:32][C:33]1[C:38]([CH3:39])=[CH:37][C:36]([O:1][CH2:2][CH2:3][CH2:4][C:5]2[C:13]3[C:8]4=[C:9]([S:14][CH2:15][CH2:16][N:7]4[C:6]=2[C:17]([OH:19])=[O:18])[CH:10]=[CH:11][CH:12]=3)=[CH:35][C:34]=1[CH3:41]. (5) Given the reactants Br[C:2]1[N:7]2[N:8]=[CH:9][N:10]=[C:6]2[C:5]([NH:11][C:12]2[CH:17]=[CH:16][C:15]([N:18]3[CH2:23][CH2:22][O:21][CH2:20][CH2:19]3)=[CH:14][CH:13]=2)=[N:4][CH:3]=1.CC1(C)C(C)(C)OB([C:32]2[C:33]3[CH:40]=[CH:39][CH:38]=[CH:37][C:34]=3[S:35][CH:36]=2)O1, predict the reaction product. The product is: [S:35]1[CH:36]=[C:32]([C:2]2[N:7]3[N:8]=[CH:9][N:10]=[C:6]3[C:5]([NH:11][C:12]3[CH:17]=[CH:16][C:15]([N:18]4[CH2:23][CH2:22][O:21][CH2:20][CH2:19]4)=[CH:14][CH:13]=3)=[N:4][CH:3]=2)[C:33]2[CH:40]=[CH:39][CH:38]=[CH:37][C:34]1=2.